This data is from Forward reaction prediction with 1.9M reactions from USPTO patents (1976-2016). The task is: Predict the product of the given reaction. Given the reactants [NH2:1][C:2]1[CH:3]=[C:4]([C:11]([F:14])([F:13])[F:12])[CH:5]=[C:6]([N+:8]([O-:10])=[O:9])[CH:7]=1.C(N(CC)CC)C.[C:22](O[C:22]([O:24][C:25]([CH3:28])([CH3:27])[CH3:26])=[O:23])([O:24][C:25]([CH3:28])([CH3:27])[CH3:26])=[O:23], predict the reaction product. The product is: [N+:8]([C:6]1[CH:7]=[C:2]([NH:1][C:22](=[O:23])[O:24][C:25]([CH3:28])([CH3:27])[CH3:26])[CH:3]=[C:4]([C:11]([F:12])([F:13])[F:14])[CH:5]=1)([O-:10])=[O:9].